Dataset: Reaction yield outcomes from USPTO patents with 853,638 reactions. Task: Predict the reaction yield, written as a fraction of the theoretical maximum amount of product (1.0 means a 100% yield; for example, 0.34 means a 34% yield). (1) The reactants are [CH:1]1([CH:4]=[CH:5][C:6]2[S:10][C:9]([CH2:11][N:12]3C(=O)C4C(=CC=CC=4)C3=O)=[CH:8][CH:7]=2)[CH2:3][CH2:2]1.O.NN.[OH-].[Na+].O. The catalyst is C(O)C. The product is [CH:1]1([CH:4]=[CH:5][C:6]2[S:10][C:9]([CH2:11][NH2:12])=[CH:8][CH:7]=2)[CH2:3][CH2:2]1. The yield is 0.986. (2) The reactants are O[CH2:2][C:3]1[CH:8]=[CH:7][C:6](B(O)O)=[CH:5][CH:4]=1.[C:12]([C:14]1[CH:21]=[CH:20][C:17](CO)=[CH:16][CH:15]=1)#[CH:13].C([N:24](C(C)C)C(C)C)C. The catalyst is Cl[Pd](Cl)([P](C1C=CC=CC=1)(C1C=CC=CC=1)C1C=CC=CC=1)[P](C1C=CC=CC=1)(C1C=CC=CC=1)C1C=CC=CC=1.[Cu]I.C1COCC1. The product is [C:3]1([C:2]2[CH:13]=[CH:12][C:14]3[C:21](=[CH:20][CH:17]=[CH:16][CH:15]=3)[N:24]=2)[CH:8]=[CH:7][CH:6]=[CH:5][CH:4]=1. The yield is 0.620. (3) The reactants are O.NN.O.[CH3:5][C:6]([CH3:30])([CH2:22][O:23][CH:24]1[CH2:29][CH2:28][CH2:27][CH2:26][O:25]1)[CH2:7][CH2:8][CH2:9][CH2:10][N:11]1C(=O)C2C(=CC=CC=2)C1=O. The catalyst is C(O)C. The product is [CH3:5][C:6]([CH3:30])([CH2:22][O:23][CH:24]1[CH2:29][CH2:28][CH2:27][CH2:26][O:25]1)[CH2:7][CH2:8][CH2:9][CH2:10][NH2:11]. The yield is 0.580. (4) The reactants are [CH2:1]=[C:2]1[CH2:5][N:4]([C:6]([O:8][C:9]([CH3:12])([CH3:11])[CH3:10])=[O:7])[CH2:3]1.ClC1C=C(C=CC=1)C(OO)=[O:18]. The catalyst is C(Cl)(Cl)Cl. The product is [O:18]1[C:2]2([CH2:5][N:4]([C:6]([O:8][C:9]([CH3:12])([CH3:11])[CH3:10])=[O:7])[CH2:3]2)[CH2:1]1. The yield is 0.510. (5) The reactants are [CH2:1]([O:8][C:9]1[N:14]=[C:13](Cl)[C:12]([F:16])=[CH:11][N:10]=1)[C:2]1[CH:7]=[CH:6][CH:5]=[CH:4][CH:3]=1.[F:17][C:18]([F:28])([F:27])[C:19]1[CH:20]=[C:21]([NH:25][NH2:26])[CH:22]=[CH:23][CH:24]=1.C(O)C.C(N(CC)CC)C. The catalyst is CCOCC. The product is [CH2:1]([O:8][C:9]1[N:14]=[C:13]([NH:26][NH:25][C:21]2[CH:22]=[CH:23][CH:24]=[C:19]([C:18]([F:17])([F:28])[F:27])[CH:20]=2)[C:12]([F:16])=[CH:11][N:10]=1)[C:2]1[CH:7]=[CH:6][CH:5]=[CH:4][CH:3]=1. The yield is 0.770. (6) The reactants are [C:1]([C:3]1[CH:4]=[C:5]([CH:10]=[CH:11][C:12]=1[OH:13])[C:6]([O:8][CH3:9])=[O:7])#[N:2].Cl[CH2:15]I.C([Zn][CH2:20][CH3:21])C.[NH4+].[Cl-].[NH4+].[OH-]. The catalyst is ClCCCl.CCOC(C)=O. The product is [C:1]([C:3]1[CH:4]=[C:5]([CH:10]=[CH:11][C:12]=1[O:13][CH:20]([CH3:21])[CH3:15])[C:6]([O:8][CH3:9])=[O:7])#[N:2]. The yield is 0.300. (7) The reactants are [OH-].[K+].C[O:4][C:5]([C:7]1[NH:8][CH:9]=[C:10]([C:19]2[CH:24]=[CH:23][N:22]=[CH:21][CH:20]=2)[C:11]=1[C:12]1[CH:17]=[CH:16][C:15]([F:18])=[CH:14][CH:13]=1)=[O:6].[CH3:25]O. The catalyst is O. The product is [F:18][C:15]1[CH:16]=[CH:17][C:12]([C:11]2[C:10]([C:19]3[CH:24]=[CH:23][N:22]=[CH:21][CH:20]=3)=[CH:9][N:8]([CH3:25])[C:7]=2[C:5]([OH:4])=[O:6])=[CH:13][CH:14]=1. The yield is 0.860. (8) The reactants are [C:1]([NH:5][C:6]1[N:10]2[CH:11]=[CH:12][CH:13]=[CH:14][C:9]2=[N:8][C:7]=1[C:15]1[S:16][C:17]([C:20]#[C:21][C:22]2[CH:27]=[CH:26][CH:25]=[CH:24][N:23]=2)=[CH:18][CH:19]=1)([CH3:4])([CH3:3])[CH3:2].O.[Cl:29][Si](C)(C)C. The catalyst is C(Cl)Cl. The product is [ClH:29].[C:1]([NH:5][C:6]1[N:10]2[CH:11]=[CH:12][CH:13]=[CH:14][C:9]2=[N:8][C:7]=1[C:15]1[S:16][C:17]([C:20]#[C:21][C:22]2[CH:27]=[CH:26][CH:25]=[CH:24][N:23]=2)=[CH:18][CH:19]=1)([CH3:4])([CH3:2])[CH3:3]. The yield is 0.800. (9) The reactants are [Cl:1][C:2]1[C:3]([CH3:18])=[C:4]([NH:10][C@H:11]([C@H:15]([OH:17])[CH3:16])[C:12]([OH:14])=O)[CH:5]=[CH:6][C:7]=1[C:8]#[N:9].[OH:19][C:20]1[CH:29]=[CH:28][C:23]([C:24]([NH:26][NH2:27])=[O:25])=[CH:22][CH:21]=1.ClC1C(C)=C(N[C@H]([C@@H](O)C)C(NNC(=O)C2C=CC=CC=2)=O)C=CC=1C#N. The catalyst is C(Cl)Cl. The product is [Cl:1][C:2]1[C:3]([CH3:18])=[C:4]([NH:10][C@H:11]([C@H:15]([OH:17])[CH3:16])[C:12]([NH:27][NH:26][C:24](=[O:25])[C:23]2[CH:28]=[CH:29][C:20]([OH:19])=[CH:21][CH:22]=2)=[O:14])[CH:5]=[CH:6][C:7]=1[C:8]#[N:9]. The yield is 0.620.